Dataset: TCR-epitope binding with 47,182 pairs between 192 epitopes and 23,139 TCRs. Task: Binary Classification. Given a T-cell receptor sequence (or CDR3 region) and an epitope sequence, predict whether binding occurs between them. (1) The epitope is LEPLVDLPI. The TCR CDR3 sequence is CASSERGTSGTRGDTDTQYF. Result: 1 (the TCR binds to the epitope). (2) Result: 1 (the TCR binds to the epitope). The TCR CDR3 sequence is CASSLGGSENEKLFF. The epitope is GTSGSPIVNR.